From a dataset of Peptide-MHC class I binding affinity with 185,985 pairs from IEDB/IMGT. Regression. Given a peptide amino acid sequence and an MHC pseudo amino acid sequence, predict their binding affinity value. This is MHC class I binding data. (1) The peptide sequence is GLQGIYVLV. The MHC is HLA-B53:01 with pseudo-sequence HLA-B53:01. The binding affinity (normalized) is 0.213. (2) The peptide sequence is SQYANCSSI. The MHC is HLA-B15:01 with pseudo-sequence HLA-B15:01. The binding affinity (normalized) is 0.176. (3) The peptide sequence is YTGKYPNL. The MHC is H-2-Kb with pseudo-sequence H-2-Kb. The binding affinity (normalized) is 0.636.